This data is from TCR-epitope binding with 47,182 pairs between 192 epitopes and 23,139 TCRs. The task is: Binary Classification. Given a T-cell receptor sequence (or CDR3 region) and an epitope sequence, predict whether binding occurs between them. (1) The epitope is KMQRMLLEK. The TCR CDR3 sequence is CASSLAGGSKNTEAFF. Result: 0 (the TCR does not bind to the epitope). (2) The epitope is GTHWFVTQR. The TCR CDR3 sequence is CASSVPGDNEQYF. Result: 0 (the TCR does not bind to the epitope). (3) The epitope is TAFTIPSI. The TCR CDR3 sequence is CASSLWLPKETQYF. Result: 1 (the TCR binds to the epitope). (4) The epitope is YLNTLTLAV. The TCR CDR3 sequence is CSGRQGGVYNEQFF. Result: 0 (the TCR does not bind to the epitope). (5) The epitope is TPGPGVRYPL. The TCR CDR3 sequence is CASRPIGGAQETQYF. Result: 1 (the TCR binds to the epitope). (6) The epitope is DRFYKTLRAEQASQEV. The TCR CDR3 sequence is CASSQDPGSSYNEQFF. Result: 0 (the TCR does not bind to the epitope). (7) The epitope is VTEHDTLLY. The TCR CDR3 sequence is CSARDTLAGGVQETQYF. Result: 1 (the TCR binds to the epitope). (8) The epitope is NLSALGIFST. The TCR CDR3 sequence is CASSYKPPGPDNEQFF. Result: 0 (the TCR does not bind to the epitope). (9) The epitope is ELAGIGILTV. The TCR CDR3 sequence is CASSSHEGLETQYF. Result: 1 (the TCR binds to the epitope). (10) The epitope is TPINLVRDL. The TCR CDR3 sequence is CASSLSTSSYNSPLHF. Result: 0 (the TCR does not bind to the epitope).